Dataset: Retrosynthesis with 50K atom-mapped reactions and 10 reaction types from USPTO. Task: Predict the reactants needed to synthesize the given product. (1) Given the product Cc1cc(OC2CN(c3ncc(C(F)(F)F)cc3C(=O)O)C2)no1, predict the reactants needed to synthesize it. The reactants are: COC(=O)c1cc(C(F)(F)F)cnc1N1CC(Oc2cc(C)on2)C1. (2) The reactants are: COC(=O)c1ccc(I)cc1OC. Given the product COc1cc(I)ccc1CO, predict the reactants needed to synthesize it. (3) Given the product CC(C)N1CNC(=O)C12CCN(c1ncnc3c1nc(-c1ccccc1Cl)n3-c1ccc(Cl)cc1)CC2, predict the reactants needed to synthesize it. The reactants are: CC(C)N1CNC(=O)C12CCNCC2.Clc1ccc(-n2c(-c3ccccc3Cl)nc3c(Cl)ncnc32)cc1. (4) Given the product CCOC(=O)CCc1ccc(C#Cc2ccccc2)cc1F, predict the reactants needed to synthesize it. The reactants are: C#Cc1ccccc1.CCOC(=O)CCc1ccc(Br)cc1F. (5) The reactants are: CC(C)I.CC1(C)OB(c2cc[nH]n2)OC1(C)C. Given the product CC(C)n1ccc(B2OC(C)(C)C(C)(C)O2)n1, predict the reactants needed to synthesize it.